Task: Predict which catalyst facilitates the given reaction.. Dataset: Catalyst prediction with 721,799 reactions and 888 catalyst types from USPTO (1) Reactant: [CH3:1][C:2]([Si:5]([CH3:23])([CH3:22])[O:6][C@@H:7]1[C@@H:11]([CH2:12][O:13][CH2:14][C:15]2[CH:20]=[CH:19][CH:18]=[CH:17][CH:16]=2)[C:10](=[O:21])[CH:9]=[CH:8]1)([CH3:4])[CH3:3].C([BH-](C(CC)C)C(CC)C)(CC)C.[Li+].C1(N([S:45]([C:48]([F:51])([F:50])[F:49])(=[O:47])=[O:46])[S:45]([C:48]([F:51])([F:50])[F:49])(=[O:47])=[O:46])C=CC=CC=1.COC(C)(C)C. Product: [CH3:4][C:2]([Si:5]([CH3:23])([CH3:22])[O:6][C@@H:7]1[C@@H:11]([CH2:12][O:13][CH2:14][C:15]2[CH:16]=[CH:17][CH:18]=[CH:19][CH:20]=2)[C:10]([O:21][S:45]([C:48]([F:51])([F:50])[F:49])(=[O:47])=[O:46])=[CH:9][CH2:8]1)([CH3:1])[CH3:3]. The catalyst class is: 1. (2) Reactant: Cl.[NH:2]1[CH2:5][CH:4]([O:6][C:7]2[CH:12]=[CH:11][C:10]([N:13]3[CH:18]=[CH:17][C:16]4[N:19]=[C:20]([C:22]5[CH:27]=[CH:26][C:25]([Cl:28])=[CH:24][CH:23]=5)[S:21][C:15]=4[C:14]3=[O:29])=[CH:9][C:8]=2[O:30][CH3:31])[CH2:3]1.[C:32](O)(=O)C.C([BH3-])#N.[Na+].C=O.C([O-])(O)=O.[Na+]. Product: [Cl:28][C:25]1[CH:24]=[CH:23][C:22]([C:20]2[S:21][C:15]3[C:14](=[O:29])[N:13]([C:10]4[CH:11]=[CH:12][C:7]([O:6][CH:4]5[CH2:5][N:2]([CH3:32])[CH2:3]5)=[C:8]([O:30][CH3:31])[CH:9]=4)[CH:18]=[CH:17][C:16]=3[N:19]=2)=[CH:27][CH:26]=1. The catalyst class is: 24.